Task: Binary Classification. Given a drug SMILES string, predict its activity (active/inactive) in a high-throughput screening assay against a specified biological target.. Dataset: KCNQ2 potassium channel screen with 302,405 compounds The compound is OC(c1[nH]c2cc(Cc3cc4[nH]c(nc4cc3)C(O)C)ccc2n1)C. The result is 0 (inactive).